This data is from Peptide-MHC class II binding affinity with 134,281 pairs from IEDB. The task is: Regression. Given a peptide amino acid sequence and an MHC pseudo amino acid sequence, predict their binding affinity value. This is MHC class II binding data. (1) The peptide sequence is EFESLFKCLSHISLS. The MHC is DRB1_0901 with pseudo-sequence DRB1_0901. The binding affinity (normalized) is 0.223. (2) The peptide sequence is VDAAFKVAATAANAAPANDK. The MHC is HLA-DPA10103-DPB10401 with pseudo-sequence HLA-DPA10103-DPB10401. The binding affinity (normalized) is 0.181. (3) The binding affinity (normalized) is 0.630. The peptide sequence is AAATAGTTVYGAWAA. The MHC is HLA-DQA10501-DQB10301 with pseudo-sequence HLA-DQA10501-DQB10301. (4) The peptide sequence is AWMSAAAAQAEQAAT. The MHC is DRB1_0401 with pseudo-sequence DRB1_0401. The binding affinity (normalized) is 0.584. (5) The peptide sequence is AAFQGAHARFVAAAA. The MHC is HLA-DQA10301-DQB10302 with pseudo-sequence HLA-DQA10301-DQB10302. The binding affinity (normalized) is 0.168. (6) The peptide sequence is LDEVYNAAYNAADHA. The MHC is DRB5_0101 with pseudo-sequence DRB5_0101. The binding affinity (normalized) is 0.291.